Dataset: Human Reference Interactome with 51,813 positive PPI pairs across 8,248 proteins, plus equal number of experimentally-validated negative pairs. Task: Binary Classification. Given two protein amino acid sequences, predict whether they physically interact or not. (1) Protein 1 (ENSG00000172270) has sequence MAAALFVLLGFALLGTHGASGAAGFVQAPLSQQRWVGGSVELHCEAVGSPVPEIQWWFEGQGPNDTCSQLWDGARLDRVHIHATYHQHAASTISIDTLVEEDTGTYECRASNDPDRNHLTRAPRVKWVRAQAVVLVLEPGTVFTTVEDLGSKILLTCSLNDSATEVTGHRWLKGGVVLKEDALPGQKTEFKVDSDDQWGEYSCVFLPEPMGTANIQLHGPPRVKAVKSSEHINEGETAMLVCKSESVPPVTDWAWYKITDSEDKALMNGSESRFFVSSSQGRSELHIENLNMEADPGQYR.... Protein 2 (ENSG00000031823) has sequence MADLANEEKPAIAPPVFVFQKDKGQKRSAGGSSPEGGEDSDREDGNYCPPVKRERTSSLTQFPPSQSEERSSGFRLKPPTLIHGQAPSAGLPSQKPKEQQRSVLRPAVLQAPQPKALSQTVPSSGTNGVSLPADCTGAVPAASPDTAAWRSPSEAADEVCALEEKEPQKNESSNASEEEACEKKDPATQQAFVFGQNLRDRVKLINESVDEADMENAGHPSADTPTATNYFLQYISSSLENSTNSADASSNKFVFGQNMSERVLSPPKLNEVSSDANRENAAAESGSESSSQEATPEKES.... Result: 0 (the proteins do not interact). (2) Protein 1 (ENSG00000131759) has sequence MASNSSSCPTPGGGHLNGYPVPPYAFFFPPMLGGLSPPGALTTLQHQLPVSGYSTPSPATIETQSSSSEEIVPSPPSPPPLPRIYKPCFVCQDKSSGYHYGVSACEGCKGFFRRSIQKNMVYTCHRDKNCIINKVTRNRCQYCRLQKCFEVGMSKESVRNDRNKKKKEVPKPECSESYTLTPEVGELIEKVRKAHQETFPALCQLGKYTTNNSSEQRVSLDIDLWDKFSELSTKCIIKTVEFAKQLPGFTTLTIADQITLLKAACLDILILRICTRYTPEQDTMTFSDGLTLNRTQMHNA.... Protein 2 (ENSG00000204231) has sequence MSWAARPPFLPQRHAAGQCGPVGVRKEMHCGVASRWRRRRPWLDPAAAAAAAVAGGEQQTPEPEPGEAGRDGMGDSGRDSRSPDSSSPNPLPQGVPPPSPPGPPLPPSTAPSLGGSGAPPPPPMPPPPLGSPFPVISSSMGSPGLPPPAPPGFSGPVSSPQINSTVSLPGGGSGPPEDVKPPVLGVRGLHCPPPPGGPGAGKRLCAICGDRSSGKHYGVYSCEGCKGFFKRTIRKDLTYSCRDNKDCTVDKRQRNRCQYCRYQKCLATGMKREAVQEERQRGKDKDGDGEGAGGAPEEMP.... Result: 1 (the proteins interact).